From a dataset of Full USPTO retrosynthesis dataset with 1.9M reactions from patents (1976-2016). Predict the reactants needed to synthesize the given product. (1) Given the product [CH3:16][C:17]1[C:21]([C:22]2[CH:23]=[C:24]([C:41]([OH:42])([C:43]3[CH:48]=[N:47][CH:46]=[CH:45][N:44]=3)[C:2]3[C:7]([F:8])=[CH:6][C:5]([F:9])=[CH:4][C:3]=3[F:10])[C:25]3[NH:29][C:28](=[O:30])[NH:27][C:26]=3[CH:40]=2)=[C:20]([CH3:49])[O:19][N:18]=1, predict the reactants needed to synthesize it. The reactants are: Br[C:2]1[C:7]([F:8])=[CH:6][C:5]([F:9])=[CH:4][C:3]=1[F:10].C([Li])CCC.[CH3:16][C:17]1[C:21]([C:22]2[CH:23]=[C:24]([C:41]([C:43]3[CH:48]=[N:47][CH:46]=[CH:45][N:44]=3)=[O:42])[C:25]3[N:29]=[C:28]([O:30]CC)[N:27](C(OC(C)(C)C)=O)[C:26]=3[CH:40]=2)=[C:20]([CH3:49])[O:19][N:18]=1.Cl. (2) Given the product [CH3:9][C:4]1[CH:3]=[C:2]([CH:7]=[CH:6][C:5]=1[S:8][CH2:14][C:15]1[N:16]([CH3:20])[CH:17]=[CH:18][N:19]=1)[NH2:1], predict the reactants needed to synthesize it. The reactants are: [NH2:1][C:2]1[CH:7]=[CH:6][C:5]([SH:8])=[C:4]([CH3:9])[CH:3]=1.[OH-].[Na+].Cl.Cl[CH2:14][C:15]1[N:16]([CH3:20])[CH:17]=[CH:18][N:19]=1.O. (3) Given the product [CH3:1][C:2]1([CH3:3])[CH2:4][CH2:5][C:13]2[C:11](=[CH:10][CH:9]=[C:7]([OH:8])[CH:14]=2)[O:6]1, predict the reactants needed to synthesize it. The reactants are: [CH3:1][C:2]([OH:6])([CH:4]=[CH2:5])[CH3:3].[C:7]1([CH:14]=[CH:13][C:11](O)=[CH:10][CH:9]=1)[OH:8]. (4) Given the product [CH2:57]([NH:64][C:65](=[O:46])[CH:20]([N:21]1[C:22]2[CH:27]=[C:26]([F:28])[C:25]([F:29])=[CH:24][C:23]=2[N:19]=[C:52]1[C:51]1[CH:55]=[CH:56][C:48]([Cl:47])=[CH:49][CH:50]=1)[CH:30]1[CH2:35][CH2:34][CH2:33][CH2:31]1)[C:58]1[CH:63]=[CH:62][CH:61]=[CH:60][CH:59]=1, predict the reactants needed to synthesize it. The reactants are: C1(C([N:19]2[C:23]3[CH:24]=[C:25]([F:29])[C:26]([F:28])=[CH:27][C:22]=3[N:21]=[C:20]2[C:30]2[C:31](OC)=N[C:33](OC)=[CH:34][CH:35]=2)COC2C=CC(C(O)=O)=CN=2)CCCCC1.C1(C=[O:46])CCCC1.[Cl:47][C:48]1[CH:56]=[CH:55][C:51]([C:52](O)=O)=[CH:50][CH:49]=1.[CH2:57]([N+:64]#[C-:65])[C:58]1[CH:63]=[CH:62][CH:61]=[CH:60][CH:59]=1.Cl.C(=O)(O)[O-].[Na+].